Dataset: Reaction yield outcomes from USPTO patents with 853,638 reactions. Task: Predict the reaction yield, written as a fraction of the theoretical maximum amount of product (1.0 means a 100% yield; for example, 0.34 means a 34% yield). (1) The reactants are [F:1][C:2]1[CH:3]=[C:4]([CH2:9][C:10]([OH:12])=O)[CH:5]=[CH:6][C:7]=1[F:8].S(Cl)([Cl:15])=O. The catalyst is ClCCCl. The product is [F:1][C:2]1[CH:3]=[C:4]([CH2:9][C:10]([Cl:15])=[O:12])[CH:5]=[CH:6][C:7]=1[F:8]. The yield is 1.00. (2) The reactants are [OH-].[Na+].Br[CH2:4][CH2:5]Cl.[N:7]1[C:16]2[C:11](=[CH:12][C:13]([CH2:17][C:18]#[N:19])=[CH:14][CH:15]=2)[CH:10]=[CH:9][CH:8]=1. The catalyst is [Cl-].C([N+](CC)(CC)CC)C1C=CC=CC=1.O. The product is [N:7]1[C:16]2[C:11](=[CH:12][C:13]([C:17]3([C:18]#[N:19])[CH2:5][CH2:4]3)=[CH:14][CH:15]=2)[CH:10]=[CH:9][CH:8]=1. The yield is 0.960.